This data is from Catalyst prediction with 721,799 reactions and 888 catalyst types from USPTO. The task is: Predict which catalyst facilitates the given reaction. (1) Reactant: O[Li].O.C([O:6][C:7](=[O:24])[CH2:8][CH2:9][CH2:10][CH2:11][C:12]1[CH:16]=[C:15]([C:17]2[CH:22]=[CH:21][CH:20]=[CH:19][C:18]=2[OH:23])[O:14][N:13]=1)C.Cl. Product: [OH:23][C:18]1[CH:19]=[CH:20][CH:21]=[CH:22][C:17]=1[C:15]1[O:14][N:13]=[C:12]([CH2:11][CH2:10][CH2:9][CH2:8][C:7]([OH:24])=[O:6])[CH:16]=1. The catalyst class is: 127. (2) Reactant: [C:1]1([CH3:21])[CH:6]=[CH:5][C:4]([S:7]([CH:10]([NH:18][CH:19]=O)[C:11]2[CH:16]=[CH:15][C:14]([F:17])=[CH:13][CH:12]=2)(=[O:9])=[O:8])=[CH:3][CH:2]=1.O=P(Cl)(Cl)Cl.C(N(CC)CC)C.C(=O)(O)[O-].[Na+]. Product: [C:1]1([CH3:21])[CH:2]=[CH:3][C:4]([S:7]([CH:10]([N+:18]#[C-:19])[C:11]2[CH:16]=[CH:15][C:14]([F:17])=[CH:13][CH:12]=2)(=[O:9])=[O:8])=[CH:5][CH:6]=1. The catalyst class is: 56. (3) Reactant: P(Br)(Br)[Br:2].[CH3:5][O:6][C:7](=[O:35])[C:8]([C:20]1[CH:25]=[CH:24][C:23]([O:26][C:27]2[CH:32]=[CH:31][C:30]([CH2:33]O)=[CH:29][CH:28]=2)=[CH:22][CH:21]=1)=[CH:9][C:10]1[CH:15]=[C:14]([O:16][CH3:17])[CH:13]=[C:12]([O:18][CH3:19])[CH:11]=1. Product: [CH3:5][O:6][C:7](=[O:35])[C:8]([C:20]1[CH:25]=[CH:24][C:23]([O:26][C:27]2[CH:32]=[CH:31][C:30]([CH2:33][Br:2])=[CH:29][CH:28]=2)=[CH:22][CH:21]=1)=[CH:9][C:10]1[CH:15]=[C:14]([O:16][CH3:17])[CH:13]=[C:12]([O:18][CH3:19])[CH:11]=1. The catalyst class is: 2. (4) Reactant: B([C:4]1[CH:22]=[CH:21][C:7]([C:8]([NH:10][C:11]2[CH:16]=[CH:15][C:14]([C:17]([CH3:20])([CH3:19])[CH3:18])=[CH:13][CH:12]=2)=[O:9])=[CH:6][CH:5]=1)(O)O.Br[C:24]1[C:29]([N+:30]([O-:32])=[O:31])=[CH:28][CH:27]=[CH:26][N:25]=1.C([O-])([O-])=O.[Na+].[Na+]. Product: [C:17]([C:14]1[CH:15]=[CH:16][C:11]([NH:10][C:8](=[O:9])[C:7]2[CH:21]=[CH:22][C:4]([C:24]3[C:29]([N+:30]([O-:32])=[O:31])=[CH:28][CH:27]=[CH:26][N:25]=3)=[CH:5][CH:6]=2)=[CH:12][CH:13]=1)([CH3:20])([CH3:19])[CH3:18]. The catalyst class is: 57. (5) Reactant: [Cl:1][C:2]1[C:11]2[C:6](=[CH:7][C:8]([O:17][CH2:18][CH2:19][O:20][CH3:21])=[C:9]([O:12][CH2:13][CH2:14][O:15][CH3:16])[CH:10]=2)[N:5]=[CH:4][N:3]=1.[NH2:22][C:23]1[CH:24]=[C:25]([C:29]#[CH:30])[CH:26]=[CH:27][CH:28]=1.C(O)(=O)C(C(C(O)=O)O)O. Product: [CH3:16][O:15][CH2:14][CH2:13][O:12][C:9]1[CH:10]=[C:11]2[C:2]([NH:22][C:23]3[CH:28]=[CH:27][CH:26]=[C:25]([C:29]#[CH:30])[CH:24]=3)=[N:3][CH:4]=[N:5][C:6]2=[CH:7][C:8]=1[O:17][CH2:18][CH2:19][O:20][CH3:21].[ClH:1]. The catalyst class is: 8. (6) Reactant: C[O:2][C:3]1[CH:4]=[C:5]([CH:21]=[C:22]([O:24]C)[CH:23]=1)[CH2:6][C:7]1[N:16]2[N:17]=[C:18]([NH2:20])[N:19]=[C:15]2[C:14]2[CH:13]=[CH:12][CH:11]=[CH:10][C:9]=2[N:8]=1.B(Br)(Br)Br. Product: [NH2:20][C:18]1[N:19]=[C:15]2[N:16]([C:7]([CH2:6][C:5]3[CH:4]=[C:3]([OH:2])[CH:23]=[C:22]([OH:24])[CH:21]=3)=[N:8][C:9]3[CH:10]=[CH:11][CH:12]=[CH:13][C:14]=32)[N:17]=1. The catalyst class is: 4. (7) Product: [CH2:1]([C@H:8]1[CH2:12][O:11][C:10](=[O:13])[N:9]1[C:14](=[O:40])[C@@H:15]([O:32][C:33]1[CH:38]=[CH:37][C:36]([CH3:39])=[CH:35][CH:34]=1)[C@H:16]([OH:17])[C:18]1[CH:23]=[CH:22][C:21]([OH:24])=[CH:20][CH:19]=1)[C:2]1[CH:7]=[CH:6][CH:5]=[CH:4][CH:3]=1. The catalyst class is: 29. Reactant: [CH2:1]([C@H:8]1[CH2:12][O:11][C:10](=[O:13])[N:9]1[C:14](=[O:40])[C@@H:15]([O:32][C:33]1[CH:38]=[CH:37][C:36]([CH3:39])=[CH:35][CH:34]=1)[C@@H:16]([C:18]1[CH:23]=[CH:22][C:21]([O:24]CC2C=CC=CC=2)=[CH:20][CH:19]=1)[OH:17])[C:2]1[CH:7]=[CH:6][CH:5]=[CH:4][CH:3]=1.[H][H].